This data is from Forward reaction prediction with 1.9M reactions from USPTO patents (1976-2016). The task is: Predict the product of the given reaction. (1) Given the reactants [CH:1]1([N:5]2[CH2:11][CH2:10][CH2:9][N:8]([C:12]([N:14]3[CH2:17][CH:16]([OH:18])[CH2:15]3)=[O:13])[CH2:7][CH2:6]2)[CH2:4][CH2:3][CH2:2]1.CC(OI1(OC(C)=O)(OC(C)=O)OC(=O)C2C=CC=CC1=2)=O, predict the reaction product. The product is: [CH:1]1([N:5]2[CH2:11][CH2:10][CH2:9][N:8]([C:12]([N:14]3[CH2:15][C:16](=[O:18])[CH2:17]3)=[O:13])[CH2:7][CH2:6]2)[CH2:4][CH2:3][CH2:2]1. (2) Given the reactants [CH2:1]([NH2:5])[CH2:2][CH2:3][CH3:4].C=O.Cl.[CH2:9](O)C.[CH2:12]([N:14]([CH2:29][CH3:30])[C:15]1[CH:20]=[CH:19][C:18]([C:21]([C:23]2[CH:28]=[CH:27][CH:26]=[CH:25][N:24]=2)=O)=[CH:17][CH:16]=1)[CH3:13].[C:31]1([B-:37]([C:50]2[CH:55]=[CH:54][CH:53]=[CH:52][CH:51]=2)([C:44]2[CH:49]=[CH:48][CH:47]=[CH:46][CH:45]=2)[C:38]2[CH:43]=[CH:42][CH:41]=[CH:40][CH:39]=2)[CH:36]=[CH:35][CH:34]=[CH:33][CH:32]=1.[Na+], predict the reaction product. The product is: [C:50]1([B-:37]([C:31]2[CH:32]=[CH:33][CH:34]=[CH:35][CH:36]=2)([C:38]2[CH:39]=[CH:40][CH:41]=[CH:42][CH:43]=2)[C:44]2[CH:49]=[CH:48][CH:47]=[CH:46][CH:45]=2)[CH:51]=[CH:52][CH:53]=[CH:54][CH:55]=1.[CH2:1]([N:5]1[C:21]([C:18]2[CH:19]=[CH:20][C:15]([N:14]([CH2:29][CH3:30])[CH2:12][CH3:13])=[CH:16][CH:17]=2)=[C:23]2[CH:28]=[CH:27][CH:26]=[CH:25][N+:24]2=[CH:9]1)[CH2:2][CH2:3][CH3:4].